Dataset: Reaction yield outcomes from USPTO patents with 853,638 reactions. Task: Predict the reaction yield, written as a fraction of the theoretical maximum amount of product (1.0 means a 100% yield; for example, 0.34 means a 34% yield). (1) The reactants are C(OC(=O)[NH:7][CH:8]([CH2:13][C:14]1[CH:19]=[CH:18][C:17]([N+:20]([O-:22])=[O:21])=[CH:16][CH:15]=1)[C:9](=O)[CH2:10][Br:11])(C)(C)C.[C:24](=[S:32])([NH2:31])[C:25]1[CH:30]=[CH:29][CH:28]=[CH:27][CH:26]=1.C(OCC)C. The catalyst is CC#N. The product is [BrH:11].[N+:20]([C:17]1[CH:16]=[CH:15][C:14]([CH2:13][C@@H:8]([C:9]2[N:31]=[C:24]([C:25]3[CH:30]=[CH:29][CH:28]=[CH:27][CH:26]=3)[S:32][CH:10]=2)[NH2:7])=[CH:19][CH:18]=1)([O-:22])=[O:21]. The yield is 0.630. (2) The reactants are C([N:8]1[C@H:13]([CH3:14])[CH2:12][CH:11]([N:15]([CH2:40][CH3:41])[C:16]2[C:17]([CH3:39])=[C:18]([CH:32]=[C:33]([C:35]([F:38])([F:37])[F:36])[CH:34]=2)[C:19]([NH:21][CH2:22][C:23]2[C:24](=[O:31])[NH:25][C:26]([CH3:30])=[CH:27][C:28]=2[CH3:29])=[O:20])[CH2:10][C@H:9]1[CH3:42])C1C=CC=CC=1. The catalyst is CO.[Pd]. The product is [CH3:29][C:28]1[CH:27]=[C:26]([CH3:30])[NH:25][C:24](=[O:31])[C:23]=1[CH2:22][NH:21][C:19](=[O:20])[C:18]1[CH:32]=[C:33]([C:35]([F:36])([F:37])[F:38])[CH:34]=[C:16]([N:15]([CH:11]2[CH2:12][C@@H:13]([CH3:14])[NH:8][C@H:9]([CH3:42])[CH2:10]2)[CH2:40][CH3:41])[C:17]=1[CH3:39]. The yield is 0.560. (3) The reactants are [C:1]([O:5][C:6]([NH:8][C@@H:9]([CH2:15][CH2:16][CH3:17])[CH:10]([OH:14])[C:11]([OH:13])=O)=[O:7])([CH3:4])([CH3:3])[CH3:2].Cl.[NH2:19][C@@H:20]([CH:31]([CH3:33])[CH3:32])[C:21]([O:23][CH2:24][C:25]1[CH:30]=[CH:29][CH:28]=[CH:27][CH:26]=1)=[O:22].C1C=CC2N(O)N=NC=2C=1.CCN(C(C)C)C(C)C.CCN=C=NCCCN(C)C. The catalyst is CN(C=O)C.C(Cl)Cl. The product is [C:1]([O:5][C:6]([NH:8][C@@H:9]([CH2:15][CH2:16][CH3:17])[CH:10]([OH:14])[C:11]([NH:19][C@@H:20]([CH:31]([CH3:33])[CH3:32])[C:21]([O:23][CH2:24][C:25]1[CH:30]=[CH:29][CH:28]=[CH:27][CH:26]=1)=[O:22])=[O:13])=[O:7])([CH3:2])([CH3:3])[CH3:4]. The yield is 0.600. (4) The yield is 0.650. The reactants are Cl.[CH3:2][N:3]1[CH2:8][CH2:7][N:6]([C:9]2[N:14]=[C:13]([C:15]([OH:17])=O)[CH:12]=[CH:11][CH:10]=2)[CH2:5][CH2:4]1.Cl.[F:19][C:20]1[CH:25]=[CH:24][CH:23]=[C:22]([CH3:26])[C:21]=1[CH:27]1[CH2:32][CH2:31][NH:30][CH2:29][CH2:28]1.C(N(C(C)C)CC)(C)C.F[P-](F)(F)(F)(F)F.N1(OC(N(C)C)=[N+](C)C)C2N=CC=CC=2N=N1. The catalyst is CN(C=O)C. The product is [F:19][C:20]1[CH:25]=[CH:24][CH:23]=[C:22]([CH3:26])[C:21]=1[CH:27]1[CH2:28][CH2:29][N:30]([C:15]([C:13]2[CH:12]=[CH:11][CH:10]=[C:9]([N:6]3[CH2:5][CH2:4][N:3]([CH3:2])[CH2:8][CH2:7]3)[N:14]=2)=[O:17])[CH2:31][CH2:32]1.